From a dataset of Forward reaction prediction with 1.9M reactions from USPTO patents (1976-2016). Predict the product of the given reaction. The product is: [CH3:1][O:2][C:3]1[CH:8]=[CH:7][C:6]([CH2:9][C:10]2[N:16]3[N:17]=[C:18]([C:21]4[S:22][CH:23]=[CH:24][CH:25]=4)[CH:19]=[CH:20][C:15]3=[N:13][N:12]=2)=[CH:5][CH:4]=1. Given the reactants [CH3:1][O:2][C:3]1[CH:8]=[CH:7][C:6]([CH2:9][C:10]([NH:12][NH2:13])=O)=[CH:5][CH:4]=1.Cl[C:15]1[N:16]=[N:17][C:18]([C:21]2[S:22][CH:23]=[CH:24][CH:25]=2)=[CH:19][CH:20]=1, predict the reaction product.